From a dataset of Full USPTO retrosynthesis dataset with 1.9M reactions from patents (1976-2016). Predict the reactants needed to synthesize the given product. (1) Given the product [CH3:1][O:2][C:3]1[CH:25]=[CH:24][C:6]2[N:7]=[C:8]([NH:10][C@H:11]3[CH2:16][CH2:15][CH2:14][NH:13][CH2:12]3)[S:9][C:5]=2[CH:4]=1, predict the reactants needed to synthesize it. The reactants are: [CH3:1][O:2][C:3]1[CH:25]=[CH:24][C:6]2[N:7]=[C:8]([NH:10][C@H:11]3[CH2:16][CH2:15][CH2:14][N:13](C(OC(C)(C)C)=O)[CH2:12]3)[S:9][C:5]=2[CH:4]=1.Cl.O1CCOCC1. (2) Given the product [Br:1][C:2]1[N:7]=[CH:6][C:5]([CH:8]([N:13]([CH3:14])[CH3:11])[CH3:9])=[CH:4][CH:3]=1, predict the reactants needed to synthesize it. The reactants are: [Br:1][C:2]1[N:7]=[CH:6][C:5]([CH:8](O)[CH3:9])=[CH:4][CH:3]=1.[CH2:11]([N:13](CC)[CH2:14]C)C.S(Cl)(C)(=O)=O.CNC. (3) Given the product [Si:5]([O:13][C@@H:11]([CH3:12])[C@H:10]([C:14]1[O:18][N:17]=[C:16]([C:19]([O:21][CH2:22][CH3:23])=[O:20])[C:15]=1[CH3:24])[OH:9])([C:1]([CH3:4])([CH3:3])[CH3:2])([CH3:7])[CH3:6], predict the reactants needed to synthesize it. The reactants are: [C:1]([Si:5](Cl)([CH3:7])[CH3:6])([CH3:4])([CH3:3])[CH3:2].[OH:9][C@@H:10]([C:14]1[O:18][N:17]=[C:16]([C:19]([O:21][CH2:22][CH3:23])=[O:20])[C:15]=1[CH3:24])[C@@H:11]([OH:13])[CH3:12].C(N(CC)CC)C. (4) The reactants are: [CH3:1][S:2][C:3]1[N:8]=[C:7]([NH:9][CH2:10][C:11]2[CH:12]=[N:13][CH:14]=[CH:15][CH:16]=2)[N:6]2[N:17]=[CH:18][CH:19]=[C:5]2[N:4]=1.[Cl-].Cl[CH:22]=[N+:23]([CH3:25])[CH3:24].C(Cl)(Cl)Cl.CO. Given the product [CH3:22][N:23]([CH2:25][C:19]1[CH:18]=[N:17][N:6]2[C:7]([NH:9][CH2:10][C:11]3[CH:12]=[N:13][CH:14]=[CH:15][CH:16]=3)=[N:8][C:3]([S:2][CH3:1])=[N:4][C:5]=12)[CH3:24], predict the reactants needed to synthesize it. (5) Given the product [C:12]([C:20]1[CH:21]=[CH:22][C:23]([C:24]([NH:2][CH2:3][CH2:4][CH2:5][NH:6][C:7](=[O:11])[C:8]([CH3:10])=[CH2:9])=[O:26])=[CH:27][CH:28]=1)(=[O:19])[C:13]1[CH:14]=[CH:15][CH:16]=[CH:17][CH:18]=1, predict the reactants needed to synthesize it. The reactants are: Cl.[NH2:2][CH2:3][CH2:4][CH2:5][NH:6][C:7](=[O:11])[C:8]([CH3:10])=[CH2:9].[C:12]([C:20]1[CH:28]=[CH:27][C:23]([C:24]([OH:26])=O)=[CH:22][CH:21]=1)(=[O:19])[C:13]1[CH:18]=[CH:17][CH:16]=[CH:15][CH:14]=1.C1(N=C=NC2CCCCC2)CCCCC1.CN(C1C=CC=CN=1)C. (6) Given the product [CH3:51][CH2:52][CH2:53][CH:54]1[O:74][C@:73]2([C:75]([CH2:77][OH:78])=[O:76])[C@@H:56]([CH2:57][C@@H:58]3[C@:72]2([CH3:79])[CH2:71][C@H:70]([OH:80])[C@H:69]2[C@H:59]3[CH2:60][CH2:61][C:62]3[C@:68]2([CH3:81])[CH:67]=[CH:66][C:64](=[O:65])[CH:63]=3)[O:55]1.[C:34](=[O:35])([OH:55])[O-:33].[NH4+:29], predict the reactants needed to synthesize it. The reactants are: CCCCCCCCCCCCCCCC(OC[C@@H]([O:33][C:34](CCCCCCCCCCCCCCC)=[O:35])COP(OCC[N+:29](C)(C)C)([O-])=O)=O.[CH3:51][CH2:52][CH2:53][CH:54]1[O:74][C@:73]2([C:75]([CH2:77][OH:78])=[O:76])[C@@H:56]([CH2:57][C@@H:58]3[C@:72]2([CH3:79])[CH2:71][C@H:70]([OH:80])[C@H:69]2[C@H:59]3[CH2:60][CH2:61][C:62]3[C@:68]2([CH3:81])[CH:67]=[CH:66][C:64](=[O:65])[CH:63]=3)[O:55]1. (7) Given the product [O:29]=[C:28]1[CH2:30][CH2:31][C:32](=[O:33])[N:27]1[O:26][C:22](=[O:46])[CH2:11][CH2:7][N:6]1[C:1](=[O:13])[CH:2]=[CH:4][C:5]1=[O:12], predict the reactants needed to synthesize it. The reactants are: [C:1]1(=[O:13])[N:6]([CH:7]([CH3:11])C(O)=O)[C:5](=[O:12])[CH2:4][CH:2]1O.[B-](F)(F)(F)F.CN([C:22]([O:26][N:27]1[C:32](=[O:33])[CH2:31][CH2:30][C:28]1=[O:29])=[N+](C)C)C.CCN(C(C)C)C(C)C.C1C[O:46]CC1.